From a dataset of Forward reaction prediction with 1.9M reactions from USPTO patents (1976-2016). Predict the product of the given reaction. (1) Given the reactants [CH3:1][O:2][C:3]1[CH:4]=[C:5]([C:11]2[C:12]([CH2:35]C)([CH2:33]C)[C:13](=[O:32])[N:14]([CH:16]3[CH2:21][CH2:20][N:19](S(C4C=CC=C(C)C=4)(=O)=O)[CH2:18][CH2:17]3)[N:15]=2)[CH:6]=[CH:7][C:8]=1[O:9][CH3:10].Br[CH2:38][CH:39]1[CH2:41][CH2:40]1.C[O:43][C:44]1[CH:45]=[C:46]([C:52]2C(C)(C)C(=O)N(C3CCN(S(C4C=C(OC)C=CC=4OC)(=O)=O)CC3)N=2)[CH:47]=[CH:48]C=1OC.[OH-].[Na+].[CH2:81]([OH:83])[CH3:82], predict the reaction product. The product is: [CH:41]1([CH2:40][O:83][C:81]2[CH:48]=[CH:47][C:46]([CH3:52])=[C:45]([C:44]([N:19]3[CH2:20][CH2:21][CH:16]([N:14]4[C:13](=[O:32])[C:12]([CH3:33])([CH3:35])[C:11]([C:5]5[CH:6]=[CH:7][C:8]([O:9][CH3:10])=[C:3]([O:2][CH3:1])[CH:4]=5)=[N:15]4)[CH2:17][CH2:18]3)=[O:43])[CH:82]=2)[CH2:39][CH2:38]1. (2) Given the reactants [CH3:1][C:2]1[CH:7]=[CH:6][N:5]=[C:4]([C:8]2[O:9][C:10]3[CH2:11][N:12](C(OCC4C=CC=CC=4)=O)[CH2:13][CH2:14][C:15]=3[N:16]=2)[CH:3]=1.[Si](I)(C)(C)C, predict the reaction product. The product is: [CH3:1][C:2]1[CH:7]=[CH:6][N:5]=[C:4]([C:8]2[O:9][C:10]3[CH2:11][NH:12][CH2:13][CH2:14][C:15]=3[N:16]=2)[CH:3]=1. (3) The product is: [Cl:24][C:4]1[CH:3]=[C:2]([N:45]2[CH:46]=[N:47][C:48]3[C:44]2=[N:43][CH:42]=[N:41][CH:49]=3)[CH:23]=[CH:22][C:5]=1[C:6]([N:8]1[CH2:12][CH2:11][C@@:10]2([C:16]3[CH:17]=[CH:18][CH:19]=[CH:20][C:15]=3[C:14](=[O:21])[O:13]2)[CH2:9]1)=[O:7]. Given the reactants Br[C:2]1[CH:23]=[CH:22][C:5]([C:6]([N:8]2[CH2:12][CH2:11][C@@:10]3([C:16]4[CH:17]=[CH:18][CH:19]=[CH:20][C:15]=4[C:14](=[O:21])[O:13]3)[CH2:9]2)=[O:7])=[C:4]([Cl:24])[CH:3]=1.O1CCOCC1.CN[C@H]1CCCC[C@@H]1NC.[N:41]1[CH:49]=[C:48]2[C:44]([NH:45][CH:46]=[N:47]2)=[N:43][CH:42]=1.C(=O)([O-])[O-].[K+].[K+], predict the reaction product. (4) Given the reactants [CH2:1]([N:5]([C@H:11]([C:13]1[CH:18]=[CH:17][CH:16]=[CH:15][CH:14]=1)[CH3:12])[CH2:6][C:7]([O:9][CH3:10])=[O:8])[CH2:2][CH:3]=[CH2:4].C(=O)=O.CC(C)=O.C[Si]([N-][Si](C)(C)C)(C)C.[Li+].[I:36]I, predict the reaction product. The product is: [I:36][CH2:4][C@@H:3]1[CH2:2][CH2:1][N:5]([C@H:11]([C:13]2[CH:14]=[CH:15][CH:16]=[CH:17][CH:18]=2)[CH3:12])[C@@H:6]1[C:7]([O:9][CH3:10])=[O:8]. (5) Given the reactants COC1C(C(O)[C:10]#[C:11][C:12]2[CH:17]=[CH:16][CH:15]=[CH:14][CH:13]=2)=CC=C(OC)N=1.[F:21][C:22]1[CH:29]=[CH:28][C:25]([CH:26]=[O:27])=[C:24]([O:30][CH3:31])[CH:23]=1, predict the reaction product. The product is: [F:21][C:22]1[CH:29]=[CH:28][C:25]([CH:26]([OH:27])[C:10]#[C:11][C:12]2[CH:17]=[CH:16][CH:15]=[CH:14][CH:13]=2)=[C:24]([O:30][CH3:31])[CH:23]=1. (6) Given the reactants [NH2:1][C:2]1[N:7]=[CH:6][N:5]=[C:4]2[N:8]([CH2:25][C@@H:26]3[CH2:30][CH2:29][CH2:28][N:27]3[C:31](=[O:35])[CH2:32][C:33]#[N:34])[N:9]=[C:10]([C:11]3[CH:16]=[CH:15][C:14]([O:17][C:18]4[CH:23]=[CH:22][CH:21]=[CH:20][CH:19]=4)=[CH:13][C:12]=3[F:24])[C:3]=12.N1CCCCC1.[CH3:42][C:43]([N:47]1[CH2:52][CH2:51][O:50][CH2:49][CH2:48]1)([CH3:46])[CH:44]=O, predict the reaction product. The product is: [NH2:1][C:2]1[N:7]=[CH:6][N:5]=[C:4]2[N:8]([CH2:25][C@@H:26]3[CH2:30][CH2:29][CH2:28][N:27]3[C:31]([C:32](=[CH:42][C:43]([CH3:46])([N:47]3[CH2:52][CH2:51][O:50][CH2:49][CH2:48]3)[CH3:44])[C:33]#[N:34])=[O:35])[N:9]=[C:10]([C:11]3[CH:16]=[CH:15][C:14]([O:17][C:18]4[CH:19]=[CH:20][CH:21]=[CH:22][CH:23]=4)=[CH:13][C:12]=3[F:24])[C:3]=12.